This data is from Full USPTO retrosynthesis dataset with 1.9M reactions from patents (1976-2016). The task is: Predict the reactants needed to synthesize the given product. (1) Given the product [CH3:37][C:33]1([CH3:38])[CH2:32][CH2:31][C:30]([CH3:39])([CH3:40])[C:29]2[CH:28]=[C:27]([C:24]3[O:23][C:22]([NH:21][CH2:20][C:19]4[CH:18]=[CH:17][C:16]([NH:15][C:12]([CH:8]5[CH2:11][CH2:10][CH2:9]5)=[O:13])=[CH:42][CH:41]=4)=[N:26][N:25]=3)[CH:36]=[CH:35][C:34]1=2, predict the reactants needed to synthesize it. The reactants are: C(N(CC)CC)C.[CH:8]1([C:12](Cl)=[O:13])[CH2:11][CH2:10][CH2:9]1.[NH2:15][C:16]1[CH:42]=[CH:41][C:19]([CH2:20][NH:21][C:22]2[O:23][C:24]([C:27]3[CH:36]=[CH:35][C:34]4[C:33]([CH3:38])([CH3:37])[CH2:32][CH2:31][C:30]([CH3:40])([CH3:39])[C:29]=4[CH:28]=3)=[N:25][N:26]=2)=[CH:18][CH:17]=1. (2) The reactants are: [CH2:1]([N:3]1[CH:7]=[C:6]([C:8]2[CH:13]=[CH:12][N:11]=[C:10]3[N:14]([S:30]([C:33]4[CH:38]=[CH:37][CH:36]=[CH:35][CH:34]=4)(=[O:32])=[O:31])[C:15]([C:17]4[CH2:18][CH2:19][N:20]([C:23](OC(C)(C)C)=[O:24])[CH2:21][CH:22]=4)=[CH:16][C:9]=23)[C:5]([C:39]2[CH:44]=[CH:43][C:42]([N+:45]([O-:47])=[O:46])=[CH:41][CH:40]=2)=[N:4]1)[CH3:2].Cl.[N:49]1(C(Cl)=O)[CH2:54][CH2:53][O:52][CH2:51][CH2:50]1. Given the product [CH2:1]([N:3]1[CH:7]=[C:6]([C:8]2[CH:13]=[CH:12][N:11]=[C:10]3[N:14]([S:30]([C:33]4[CH:38]=[CH:37][CH:36]=[CH:35][CH:34]=4)(=[O:32])=[O:31])[C:15]([C:17]4[CH2:18][CH2:19][N:20]([C:23]([N:49]5[CH2:54][CH2:53][O:52][CH2:51][CH2:50]5)=[O:24])[CH2:21][CH:22]=4)=[CH:16][C:9]=23)[C:5]([C:39]2[CH:40]=[CH:41][C:42]([N+:45]([O-:47])=[O:46])=[CH:43][CH:44]=2)=[N:4]1)[CH3:2], predict the reactants needed to synthesize it. (3) The reactants are: [N:1]([CH2:4][CH2:5][C@H:6]([NH:11][C:12](=[O:34])[CH2:13][CH2:14][CH2:15][CH2:16][CH2:17][CH2:18][CH2:19][CH2:20][CH2:21][CH2:22][CH2:23][CH2:24][CH2:25][CH2:26][C:27]([O:29][C:30]([CH3:33])([CH3:32])[CH3:31])=[O:28])[C:7]([O:9]C)=[O:8])=[N+:2]=[N-:3].[Li+].[OH-].O. Given the product [N:1]([CH2:4][CH2:5][C@H:6]([NH:11][C:12](=[O:34])[CH2:13][CH2:14][CH2:15][CH2:16][CH2:17][CH2:18][CH2:19][CH2:20][CH2:21][CH2:22][CH2:23][CH2:24][CH2:25][CH2:26][C:27]([O:29][C:30]([CH3:32])([CH3:31])[CH3:33])=[O:28])[C:7]([OH:9])=[O:8])=[N+:2]=[N-:3], predict the reactants needed to synthesize it. (4) Given the product [Cl:30][C:20]1[CH:21]=[C:22]([C:25](=[O:29])[N:26]([CH3:28])[CH3:27])[CH:23]=[CH:24][C:19]=1[N:17]([CH3:18])[C:15]([C:13]1[S:12][C:11]2[C:5]3[CH:4]=[CH:3][C:2]([C:32]([O:38][CH3:37])=[O:33])=[CH:31][C:6]=3[O:7][CH2:8][CH2:9][C:10]=2[CH:14]=1)=[O:16], predict the reactants needed to synthesize it. The reactants are: Br[C:2]1[CH:3]=[CH:4][C:5]2[C:11]3[S:12][C:13]([C:15]([N:17]([C:19]4[CH:24]=[CH:23][C:22]([C:25](=[O:29])[N:26]([CH3:28])[CH3:27])=[CH:21][C:20]=4[Cl:30])[CH3:18])=[O:16])=[CH:14][C:10]=3[CH2:9][CH2:8][O:7][C:6]=2[CH:31]=1.[CH3:32][OH:33].CN([CH:37]=[O:38])C. (5) Given the product [CH3:12][N:6]([CH2:7][CH2:8][CH2:9][CH2:10][CH3:11])[CH2:5][CH2:4][C:3]([OH:13])=[O:2], predict the reactants needed to synthesize it. The reactants are: C[O:2][C:3](=[O:13])[CH2:4][CH2:5][N:6]([CH3:12])[CH2:7][CH2:8][CH2:9][CH2:10][CH3:11].